Dataset: Full USPTO retrosynthesis dataset with 1.9M reactions from patents (1976-2016). Task: Predict the reactants needed to synthesize the given product. (1) Given the product [CH:1]1([S:4]([NH:7][C:8]([C@@:10]23[CH2:12][C@H:11]2[CH:13]=[CH:14][CH2:33][CH2:32][C@@H:30]([CH3:31])[O:29][C@@H:26]([CH2:27][CH3:28])[C@H:25]([NH:36][C:37](=[O:43])[O:38][C:39]([CH3:40])([CH3:41])[CH3:42])[C:24](=[O:44])[N:19]2[CH2:20][C@H:21]([OH:23])[CH2:22][C@H:18]2[C:16](=[O:17])[NH:15]3)=[O:9])(=[O:6])=[O:5])[CH2:2][CH2:3]1, predict the reactants needed to synthesize it. The reactants are: [CH:1]1([S:4]([NH:7][C:8]([C@@:10]2([NH:15][C:16]([C@@H:18]3[CH2:22][C@@H:21]([OH:23])[CH2:20][N:19]3[C:24](=[O:44])[C@@H:25]([NH:36][C:37](=[O:43])[O:38][C:39]([CH3:42])([CH3:41])[CH3:40])[C@@H:26]([O:29][C@@H:30]([CH2:32][CH2:33]C=C)[CH3:31])[CH2:27][CH3:28])=[O:17])[CH2:12][C@H:11]2[CH:13]=[CH2:14])=[O:9])(=[O:6])=[O:5])[CH2:3][CH2:2]1. (2) Given the product [C:27](=[O:28])([O:29][CH3:30])[O:15][C:6]1[CH:7]=[CH:8][C:9]([C:11]([CH3:14])([CH3:13])[CH3:12])=[CH:10][C:5]=1[C:1]([CH3:4])([CH3:3])[CH3:2], predict the reactants needed to synthesize it. The reactants are: [C:1]([C:5]1[CH:10]=[C:9]([C:11]([CH3:14])([CH3:13])[CH3:12])[CH:8]=[CH:7][C:6]=1[OH:15])([CH3:4])([CH3:3])[CH3:2].C(Cl)Cl.C(N(CC)CC)C.Cl[C:27]([O:29][CH3:30])=[O:28]. (3) Given the product [Cl:30][C:31]1[CH:32]=[C:33]([CH:34]=[CH:35][C:36]=1[C:37]([O:39][CH3:40])=[O:38])[O:1][C:2]1[CH:29]=[CH:28][C:5]([C:6]([NH:8][C:9]2[CH:10]=[CH:11][C:12]([CH:15]3[O:20][CH2:19][CH2:18][N:17]([C:21]([O:23][C:24]([CH3:26])([CH3:25])[CH3:27])=[O:22])[CH2:16]3)=[CH:13][CH:14]=2)=[O:7])=[CH:4][CH:3]=1, predict the reactants needed to synthesize it. The reactants are: [OH:1][C:2]1[CH:29]=[CH:28][C:5]([C:6]([NH:8][C:9]2[CH:14]=[CH:13][C:12]([CH:15]3[O:20][CH2:19][CH2:18][N:17]([C:21]([O:23][C:24]([CH3:27])([CH3:26])[CH3:25])=[O:22])[CH2:16]3)=[CH:11][CH:10]=2)=[O:7])=[CH:4][CH:3]=1.[Cl:30][C:31]1[CH:32]=[C:33](B(O)O)[CH:34]=[CH:35][C:36]=1[C:37]([O:39][CH3:40])=[O:38].N1C=CC=CC=1. (4) The reactants are: Cl[C:2]1[N:7]2[N:8]=[C:9]([C:27]3[CH:32]=[CH:31][C:30]([F:33])=[CH:29][CH:28]=3)[C:10]([C:11]3[CH:16]=[C:15]([CH2:17][N:18]([CH3:20])[CH3:19])[N:14]=[C:13]([NH:21][CH:22]4[CH2:26][CH2:25][CH2:24][CH2:23]4)[N:12]=3)=[C:6]2[CH:5]=[CH:4][CH:3]=1. Given the product [CH:22]1([NH:21][C:2]2[N:7]3[N:8]=[C:9]([C:27]4[CH:32]=[CH:31][C:30]([F:33])=[CH:29][CH:28]=4)[C:10]([C:11]4[CH:16]=[C:15]([CH2:17][N:18]([CH3:20])[CH3:19])[N:14]=[C:13]([NH:21][CH:22]5[CH2:26][CH2:25][CH2:24][CH2:23]5)[N:12]=4)=[C:6]3[CH:5]=[CH:4][CH:3]=2)[CH2:26][CH2:25][CH2:24][CH2:23]1, predict the reactants needed to synthesize it. (5) The reactants are: [OH-].[Na+].[CH:3]1([C:6]2[CH:11]=[C:10]([CH2:12][N:13]3[CH2:16][C:15]4([CH2:20][C:19]([C@H:21]5[CH2:26][CH2:25][C@H:24]([C:27]([O:29]C)=[O:28])[CH2:23][CH2:22]5)=[N:18][O:17]4)[CH2:14]3)[CH:9]=[C:8]([O:31][CH2:32][CH2:33][CH3:34])[C:7]=2[C:35]2[CH:40]=[CH:39][C:38]([F:41])=[CH:37][CH:36]=2)[CH2:5][CH2:4]1. Given the product [CH:3]1([C:6]2[CH:11]=[C:10]([CH2:12][N:13]3[CH2:16][C:15]4([CH2:20][C:19]([C@H:21]5[CH2:22][CH2:23][C@H:24]([C:27]([OH:29])=[O:28])[CH2:25][CH2:26]5)=[N:18][O:17]4)[CH2:14]3)[CH:9]=[C:8]([O:31][CH2:32][CH2:33][CH3:34])[C:7]=2[C:35]2[CH:40]=[CH:39][C:38]([F:41])=[CH:37][CH:36]=2)[CH2:5][CH2:4]1, predict the reactants needed to synthesize it. (6) Given the product [CH3:1][O:2][C:3]1[CH:4]=[C:5]2[C:14](=[CH:15][CH:16]=1)[C:13](=[O:17])[CH:12]([C:25]1[CH:24]=[CH:23][C:22]([O:27][CH3:28])=[CH:21][CH:26]=1)[CH:11]1[CH:6]2[CH2:7][C:8]([CH3:19])([CH3:18])[CH2:9][CH2:10]1, predict the reactants needed to synthesize it. The reactants are: [CH3:1][O:2][C:3]1[CH:4]=[C:5]2[C:14](=[CH:15][CH:16]=1)[C:13](=[O:17])[CH2:12][CH:11]1[CH:6]2[CH2:7][C:8]([CH3:19])([CH3:18])[CH2:9][CH2:10]1.Br[C:21]1[CH:26]=[CH:25][CH:24]=[CH:23][C:22]=1[O:27][CH3:28].N#N.CC(C)([O-])C.[Na+]. (7) The reactants are: [CH3:1][C:2]1[CH:18]=[CH:17][C:5]([CH2:6][CH2:7][C:8]2[S:9][CH:10]=[CH:11][C:12]=2[S:13](Cl)(=[O:15])=[O:14])=[CH:4][CH:3]=1.[NH2:19][C:20]1[O:24][N:23]=[C:22]([CH3:25])[C:21]=1[Br:26]. Given the product [Br:26][C:21]1[C:22]([CH3:25])=[N:23][O:24][C:20]=1[NH:19][S:13]([C:12]1[CH:11]=[CH:10][S:9][C:8]=1[CH2:7][CH2:6][C:5]1[CH:17]=[CH:18][C:2]([CH3:1])=[CH:3][CH:4]=1)(=[O:15])=[O:14], predict the reactants needed to synthesize it. (8) Given the product [CH2:1]([O:8][C:9]([N:11]1[CH2:15][C@H:14]([O:16][CH3:17])[CH2:13][C@H:12]1[CH2:18][C:19](=[O:28])[CH2:22][C:23]([O:25][CH2:26][CH3:27])=[O:24])=[O:10])[C:2]1[CH:7]=[CH:6][CH:5]=[CH:4][CH:3]=1, predict the reactants needed to synthesize it. The reactants are: [CH2:1]([O:8][C:9]([N:11]1[CH2:15][C@H:14]([O:16][CH3:17])[CH2:13][C@@H:12]1[CH2:18][C:19]#N)=[O:10])[C:2]1[CH:7]=[CH:6][CH:5]=[CH:4][CH:3]=1.Br[CH2:22][C:23]([O:25][CH2:26][CH3:27])=[O:24].[OH2:28]. (9) Given the product [C:27]1([S:33]([N:36]2[C:40]3=[N:41][CH:42]=[CH:43][CH:44]=[C:39]3[C:38]([C:2]3[CH:3]=[C:4]([CH2:7][NH:8][C:9]([C:11]4[C:12](=[O:26])[N:13]([CH2:17][C:18]5[CH:23]=[CH:22][C:21]([F:24])=[C:20]([F:25])[CH:19]=5)[CH:14]=[CH:15][CH:16]=4)=[O:10])[S:5][CH:6]=3)=[CH:37]2)(=[O:35])=[O:34])[CH:28]=[CH:29][CH:30]=[CH:31][CH:32]=1, predict the reactants needed to synthesize it. The reactants are: Br[C:2]1[CH:3]=[C:4]([CH2:7][NH:8][C:9]([C:11]2[C:12](=[O:26])[N:13]([CH2:17][C:18]3[CH:23]=[CH:22][C:21]([F:24])=[C:20]([F:25])[CH:19]=3)[CH:14]=[CH:15][CH:16]=2)=[O:10])[S:5][CH:6]=1.[C:27]1([S:33]([N:36]2[C:40]3=[N:41][CH:42]=[CH:43][CH:44]=[C:39]3[C:38](B3OC(C)(C)C(C)(C)O3)=[CH:37]2)(=[O:35])=[O:34])[CH:32]=[CH:31][CH:30]=[CH:29][CH:28]=1.ClCCl.O1CCOCC1.C(=O)([O-])[O-].[Na+].[Na+].